Dataset: Forward reaction prediction with 1.9M reactions from USPTO patents (1976-2016). Task: Predict the product of the given reaction. (1) Given the reactants [NH2:1][C:2]1[CH:10]=[CH:9][C:5]([C:6]([OH:8])=[O:7])=[C:4]([OH:11])[CH:3]=1.[C:12](O[C:12]([O:14][C:15]([CH3:18])([CH3:17])[CH3:16])=[O:13])([O:14][C:15]([CH3:18])([CH3:17])[CH3:16])=[O:13].[OH-].[Na+].O, predict the reaction product. The product is: [C:15]([O:14][C:12]([NH:1][C:2]1[CH:10]=[CH:9][C:5]([C:6]([OH:8])=[O:7])=[C:4]([OH:11])[CH:3]=1)=[O:13])([CH3:18])([CH3:17])[CH3:16]. (2) Given the reactants [N:1]1[CH:6]=[CH:5][CH:4]=[C:3]([NH2:7])[CH:2]=1.N1C=CC=CC=1.Cl[C:15]([O:17][C:18]1[CH:23]=[CH:22][CH:21]=[CH:20][CH:19]=1)=[O:16], predict the reaction product. The product is: [C:18]1([O:17][C:15](=[O:16])[NH:7][C:3]2[CH:2]=[N:1][CH:6]=[CH:5][CH:4]=2)[CH:23]=[CH:22][CH:21]=[CH:20][CH:19]=1. (3) Given the reactants [CH:1]([C:3]1[NH:4][C:5]([CH3:8])=[CH:6][CH:7]=1)=O.[CH2:9]([O:16][C:17]1[CH2:21][NH:20][C:19](=[O:22])[CH:18]=1)[C:10]1[CH:15]=[CH:14][CH:13]=[CH:12][CH:11]=1, predict the reaction product. The product is: [CH2:9]([O:16][C:17]1[C:21](=[CH:1][C:3]2[NH:4][C:5]([CH3:8])=[CH:6][CH:7]=2)[NH:20][C:19](=[O:22])[CH:18]=1)[C:10]1[CH:11]=[CH:12][CH:13]=[CH:14][CH:15]=1. (4) Given the reactants [F:1][C:2]1[CH:3]=[C:4]([C:9]2[NH:13][N:12]=[C:11]([CH2:14][NH:15][CH:16]3[CH2:21][CH2:20][O:19][CH2:18][CH2:17]3)[C:10]=2[CH2:22][O:23][CH3:24])[CH:5]=[C:6]([F:8])[CH:7]=1.[C:25](O[C:25]([O:27][C:28]([CH3:31])([CH3:30])[CH3:29])=[O:26])([O:27][C:28]([CH3:31])([CH3:30])[CH3:29])=[O:26], predict the reaction product. The product is: [C:28]([O:27][C:25]([N:15]([CH2:14][C:11]1[C:10]([CH2:22][O:23][CH3:24])=[C:9]([C:4]2[CH:3]=[C:2]([F:1])[CH:7]=[C:6]([F:8])[CH:5]=2)[NH:13][N:12]=1)[CH:16]1[CH2:21][CH2:20][O:19][CH2:18][CH2:17]1)=[O:26])([CH3:31])([CH3:30])[CH3:29]. (5) Given the reactants [CH2:1]([O:8][C:9]([C:11]1[NH:12][CH:13]=[CH:14][CH:15]=1)=[O:10])[C:2]1[CH:7]=[CH:6][CH:5]=[CH:4][CH:3]=1.C(=O)([O-])[O-].[K+].[K+].C1C(=O)N([I:29])C(=O)C1, predict the reaction product. The product is: [CH2:1]([O:8][C:9]([C:11]1[NH:12][CH:13]=[C:14]([I:29])[CH:15]=1)=[O:10])[C:2]1[CH:3]=[CH:4][CH:5]=[CH:6][CH:7]=1.